This data is from NCI-60 drug combinations with 297,098 pairs across 59 cell lines. The task is: Regression. Given two drug SMILES strings and cell line genomic features, predict the synergy score measuring deviation from expected non-interaction effect. (1) Drug 1: CC12CCC3C(C1CCC2=O)CC(=C)C4=CC(=O)C=CC34C. Drug 2: C(=O)(N)NO. Cell line: SNB-19. Synergy scores: CSS=49.8, Synergy_ZIP=1.47, Synergy_Bliss=0.225, Synergy_Loewe=-15.1, Synergy_HSA=1.20. (2) Drug 1: N.N.Cl[Pt+2]Cl. Cell line: MALME-3M. Synergy scores: CSS=48.8, Synergy_ZIP=4.47, Synergy_Bliss=3.63, Synergy_Loewe=-36.0, Synergy_HSA=2.20. Drug 2: CC1C(C(CC(O1)OC2CC(CC3=C2C(=C4C(=C3O)C(=O)C5=CC=CC=C5C4=O)O)(C(=O)C)O)N)O. (3) Drug 1: CC12CCC3C(C1CCC2=O)CC(=C)C4=CC(=O)C=CC34C. Drug 2: C#CCC(CC1=CN=C2C(=N1)C(=NC(=N2)N)N)C3=CC=C(C=C3)C(=O)NC(CCC(=O)O)C(=O)O. Cell line: MDA-MB-231. Synergy scores: CSS=43.3, Synergy_ZIP=2.00, Synergy_Bliss=2.25, Synergy_Loewe=2.15, Synergy_HSA=1.85. (4) Drug 1: CC1=CC2C(CCC3(C2CCC3(C(=O)C)OC(=O)C)C)C4(C1=CC(=O)CC4)C. Drug 2: C1=C(C(=O)NC(=O)N1)F. Cell line: SR. Synergy scores: CSS=40.8, Synergy_ZIP=-5.83, Synergy_Bliss=-13.5, Synergy_Loewe=-23.0, Synergy_HSA=-13.5. (5) Drug 1: CC1CCC2CC(C(=CC=CC=CC(CC(C(=O)C(C(C(=CC(C(=O)CC(OC(=O)C3CCCCN3C(=O)C(=O)C1(O2)O)C(C)CC4CCC(C(C4)OC)O)C)C)O)OC)C)C)C)OC. Drug 2: CS(=O)(=O)CCNCC1=CC=C(O1)C2=CC3=C(C=C2)N=CN=C3NC4=CC(=C(C=C4)OCC5=CC(=CC=C5)F)Cl. Cell line: IGROV1. Synergy scores: CSS=19.7, Synergy_ZIP=4.96, Synergy_Bliss=8.66, Synergy_Loewe=1.36, Synergy_HSA=8.46. (6) Drug 1: C1=NC2=C(N=C(N=C2N1C3C(C(C(O3)CO)O)F)Cl)N. Drug 2: CS(=O)(=O)CCNCC1=CC=C(O1)C2=CC3=C(C=C2)N=CN=C3NC4=CC(=C(C=C4)OCC5=CC(=CC=C5)F)Cl. Cell line: SK-MEL-5. Synergy scores: CSS=6.92, Synergy_ZIP=-2.68, Synergy_Bliss=-1.27, Synergy_Loewe=-1.34, Synergy_HSA=-1.62. (7) Drug 1: CNC(=O)C1=CC=CC=C1SC2=CC3=C(C=C2)C(=NN3)C=CC4=CC=CC=N4. Drug 2: CC1=C(C=C(C=C1)NC(=O)C2=CC=C(C=C2)CN3CCN(CC3)C)NC4=NC=CC(=N4)C5=CN=CC=C5. Cell line: NCI/ADR-RES. Synergy scores: CSS=-7.02, Synergy_ZIP=0.732, Synergy_Bliss=-5.88, Synergy_Loewe=-6.10, Synergy_HSA=-7.45. (8) Drug 1: CN(C)C1=NC(=NC(=N1)N(C)C)N(C)C. Drug 2: C1=NC2=C(N1)C(=S)N=C(N2)N. Cell line: MDA-MB-435. Synergy scores: CSS=7.67, Synergy_ZIP=-5.09, Synergy_Bliss=-0.229, Synergy_Loewe=-21.5, Synergy_HSA=-4.61. (9) Drug 1: CCCCCOC(=O)NC1=NC(=O)N(C=C1F)C2C(C(C(O2)C)O)O. Drug 2: CN(CCCl)CCCl.Cl. Cell line: KM12. Synergy scores: CSS=19.0, Synergy_ZIP=-9.34, Synergy_Bliss=-0.00111, Synergy_Loewe=-19.7, Synergy_HSA=0.741. (10) Drug 1: CS(=O)(=O)C1=CC(=C(C=C1)C(=O)NC2=CC(=C(C=C2)Cl)C3=CC=CC=N3)Cl. Drug 2: CN(CCCl)CCCl.Cl. Cell line: NCI-H226. Synergy scores: CSS=1.96, Synergy_ZIP=-2.65, Synergy_Bliss=-0.686, Synergy_Loewe=-3.70, Synergy_HSA=-3.61.